This data is from Forward reaction prediction with 1.9M reactions from USPTO patents (1976-2016). The task is: Predict the product of the given reaction. (1) The product is: [F:13][C:14]([F:16])([F:15])[CH:9]([C:8]1[CH:11]=[CH:12][C:5]([S:2]([CH3:1])(=[O:3])=[O:4])=[CH:6][CH:7]=1)[OH:10]. Given the reactants [CH3:1][S:2]([C:5]1[CH:12]=[CH:11][C:8]([CH:9]=[O:10])=[CH:7][CH:6]=1)(=[O:4])=[O:3].[F:13][C:14]([Si](C)(C)C)([F:16])[F:15].Cl.C(=O)(O)[O-].[Na+], predict the reaction product. (2) The product is: [CH3:1][N:2]1[CH:6]=[CH:5][C:4]([NH:7][C:8]([C:10]2[C:15]([NH:16][C:17]3[CH:18]=[N:19][CH:20]=[CH:21][C:22]=3[CH3:25])=[CH:14][CH:13]=[C:12]([CH3:23])[N:11]=2)=[O:9])=[N:3]1. Given the reactants [CH3:1][N:2]1[CH:6]=[CH:5][C:4]([NH:7][C:8]([C:10]2[C:15]([NH:16][C:17]3[CH:18]=[N:19][CH:20]=[CH:21][CH:22]=3)=[CH:14][CH:13]=[C:12]([CH3:23])[N:11]=2)=[O:9])=[N:3]1.Br[C:25]1C=NC=CC=1C, predict the reaction product. (3) Given the reactants [Cl:1][C:2]1[CH:7]=[CH:6][C:5]([S:8][C:9]2[C:17]3[C:12](=[CH:13][CH:14]=[C:15]([CH3:18])[CH:16]=3)[NH:11][C:10]=2[C:19]([O:21][CH3:22])=[O:20])=[CH:4][CH:3]=1.[H-].[Na+].[CH3:25]I, predict the reaction product. The product is: [Cl:1][C:2]1[CH:3]=[CH:4][C:5]([S:8][C:9]2[C:17]3[C:12](=[CH:13][CH:14]=[C:15]([CH3:18])[CH:16]=3)[N:11]([CH3:25])[C:10]=2[C:19]([O:21][CH3:22])=[O:20])=[CH:6][CH:7]=1. (4) Given the reactants [CH2:1](O)[CH2:2][CH:3]=[CH:4][CH:5]=[CH:6][CH2:7][CH2:8][CH2:9][CH2:10][CH2:11][CH2:12][CH2:13][CH2:14][CH3:15].N1C=CC=CC=1.CN(C)C=O.CS([Cl:32])(=O)=O, predict the reaction product. The product is: [Cl:32][CH2:1][CH2:2][CH:3]=[CH:4][CH:5]=[CH:6][CH2:7][CH2:8][CH2:9][CH2:10][CH2:11][CH2:12][CH2:13][CH2:14][CH3:15]. (5) Given the reactants [CH2:1]([O:3][C:4](=[O:29])[CH:5]([C:7]1[CH:8]=[C:9]([C:15]2[CH:20]=[CH:19][C:18]([C:21]([F:24])([F:23])[F:22])=[CH:17][C:16]=2[CH2:25][NH:26][CH2:27][CH3:28])[C:10]([O:13][CH3:14])=[CH:11][CH:12]=1)[CH3:6])[CH3:2].Cl[C:31]([O:33][CH2:34][C:35]1[CH:40]=[CH:39][CH:38]=[CH:37][CH:36]=1)=[O:32], predict the reaction product. The product is: [CH2:1]([O:3][C:4](=[O:29])[CH:5]([C:7]1[CH:8]=[C:9]([C:15]2[CH:20]=[CH:19][C:18]([C:21]([F:24])([F:23])[F:22])=[CH:17][C:16]=2[CH2:25][N:26]([C:31]([O:33][CH2:34][C:35]2[CH:40]=[CH:39][CH:38]=[CH:37][CH:36]=2)=[O:32])[CH2:27][CH3:28])[C:10]([O:13][CH3:14])=[CH:11][CH:12]=1)[CH3:6])[CH3:2]. (6) The product is: [C:20]1([C:13]2[O:14][C:15]([C:16]([F:19])([F:18])[F:17])=[C:11]([C:9]([NH:8][CH2:7][CH2:6][C:5]([OH:26])=[O:4])=[O:10])[N:12]=2)[CH:21]=[CH:22][CH:23]=[CH:24][CH:25]=1. Given the reactants [OH-].[Na+].C[O:4][C:5](=[O:26])[CH2:6][CH2:7][NH:8][C:9]([C:11]1[N:12]=[C:13]([C:20]2[CH:25]=[CH:24][CH:23]=[CH:22][CH:21]=2)[O:14][C:15]=1[C:16]([F:19])([F:18])[F:17])=[O:10], predict the reaction product. (7) Given the reactants C1(P(C2C=CC=CC=2)C2C=CC=CC=2)C=CC=CC=1.[CH:20]([I:23])(I)I.CC(C)([O-])C.[K+].[CH3:30][C:31]1([CH3:61])[O:35][C@@H:34]2[CH:36]([CH2:40][O:41][C:42]([C:55]3[CH:60]=[CH:59][CH:58]=[CH:57][CH:56]=3)([C:49]3[CH:54]=[CH:53][CH:52]=[CH:51][CH:50]=3)[C:43]3[CH:48]=[CH:47][CH:46]=[CH:45][CH:44]=3)[O:37][CH:38](O)[C@@H:33]2[O:32]1, predict the reaction product. The product is: [I:23][CH:20]=[C:38]1[C@H:33]2[C@H:34]([O:35][C:31]([CH3:30])([CH3:61])[O:32]2)[CH:36]([CH2:40][O:41][C:42]([C:55]2[CH:60]=[CH:59][CH:58]=[CH:57][CH:56]=2)([C:43]2[CH:44]=[CH:45][CH:46]=[CH:47][CH:48]=2)[C:49]2[CH:54]=[CH:53][CH:52]=[CH:51][CH:50]=2)[O:37]1. (8) Given the reactants [CH2:1]([O:3][C:4](=[O:27])[CH2:5][CH:6]([C:11]1[C:16](Br)=[CH:15][C:14]([F:18])=[C:13]([N:19]=[N:20][N:21]2[CH2:25][CH2:24][CH2:23][CH2:22]2)[C:12]=1[F:26])[CH2:7][N+:8]([O-])=O)[CH3:2], predict the reaction product. The product is: [CH2:1]([O:3][C:4](=[O:27])[CH2:5][CH:6]([C:11]1[CH:16]=[CH:15][C:14]([F:18])=[C:13]([N:19]=[N:20][N:21]2[CH2:22][CH2:23][CH2:24][CH2:25]2)[C:12]=1[F:26])[CH2:7][NH2:8])[CH3:2]. (9) Given the reactants [F:1][C:2]([F:7])([F:6])[C:3]([OH:5])=[O:4].[CH3:8][O:9][C:10]([C:12]1[S:13][C:14]([C:17]2[C:18]([NH:35][CH2:36][CH:37]3[CH2:40][N:39](C(OC(C)(C)C)=O)[CH2:38]3)=[N:19][C:20]([C:23]3[CH:28]=[CH:27][CH:26]=[C:25]([C:29]4[CH:30]=[N:31][N:32]([CH3:34])[CH:33]=4)[CH:24]=3)=[N:21][CH:22]=2)=[N:15][N:16]=1)=[O:11], predict the reaction product. The product is: [F:1][C:2]([F:7])([F:6])[C:3]([OH:5])=[O:4].[CH3:8][O:9][C:10]([C:12]1[S:13][C:14]([C:17]2[C:18]([NH:35][CH2:36][CH:37]3[CH2:38][NH:39][CH2:40]3)=[N:19][C:20]([C:23]3[CH:28]=[CH:27][CH:26]=[C:25]([C:29]4[CH:30]=[N:31][N:32]([CH3:34])[CH:33]=4)[CH:24]=3)=[N:21][CH:22]=2)=[N:15][N:16]=1)=[O:11]. (10) Given the reactants [F:1][C:2]1[CH:3]=[C:4]([C:8]2[CH:9]=[CH:10][C:11](/[CH:14]=[CH:15]/[CH:16]3[C:25]4[C:24](=[O:26])[CH2:23][C:22]([CH3:28])([CH3:27])[CH2:21][C:20]=4[NH:19][C:18]4[NH:29][N:30]=[C:31]([C:32]([O:34][CH2:35][C:36]([CH3:47])([CH3:46])[CH2:37][NH:38]C(OC(C)(C)C)=O)=[O:33])[C:17]3=4)=[N:12][CH:13]=2)[CH:5]=[CH:6][CH:7]=1.[C:48]([OH:54])([C:50]([F:53])([F:52])[F:51])=[O:49], predict the reaction product. The product is: [F:51][C:50]([F:53])([F:52])[C:48]([OH:54])=[O:49].[F:1][C:2]1[CH:3]=[C:4]([C:8]2[CH:9]=[CH:10][C:11](/[CH:14]=[CH:15]/[CH:16]3[C:25]4[C:24](=[O:26])[CH2:23][C:22]([CH3:28])([CH3:27])[CH2:21][C:20]=4[NH:19][C:18]4[NH:29][N:30]=[C:31]([C:32]([O:34][CH2:35][C:36]([CH3:47])([CH3:46])[CH2:37][NH2:38])=[O:33])[C:17]3=4)=[N:12][CH:13]=2)[CH:5]=[CH:6][CH:7]=1.